Dataset: Reaction yield outcomes from USPTO patents with 853,638 reactions. Task: Predict the reaction yield, written as a fraction of the theoretical maximum amount of product (1.0 means a 100% yield; for example, 0.34 means a 34% yield). (1) The reactants are [C:1]1(B(O)O)[CH:6]=[CH:5][CH:4]=[CH:3][CH:2]=1.Cl[C:11]1[C:20]2[C:15](=[CH:16][CH:17]=[CH:18][CH:19]=2)[CH:14]=[CH:13][N:12]=1.C1(C)C=CC=CC=1.C(=O)([O-])[O-].[Na+].[Na+]. The catalyst is C1C=CC([P]([Pd]([P](C2C=CC=CC=2)(C2C=CC=CC=2)C2C=CC=CC=2)([P](C2C=CC=CC=2)(C2C=CC=CC=2)C2C=CC=CC=2)[P](C2C=CC=CC=2)(C2C=CC=CC=2)C2C=CC=CC=2)(C2C=CC=CC=2)C2C=CC=CC=2)=CC=1.C(O)C. The product is [C:1]1([C:11]2[C:20]3[C:15](=[CH:16][CH:17]=[CH:18][CH:19]=3)[CH:14]=[CH:13][N:12]=2)[CH:6]=[CH:5][CH:4]=[CH:3][CH:2]=1. The yield is 0.430. (2) The reactants are [Cl-].O[NH3+:3].[C:4](=[O:7])([O-])[OH:5].[Na+].CS(C)=O.[O:13]=[C:14]1[C:19]([CH2:20][C:21]2[CH:26]=[CH:25][C:24]([C:27]3[C:28]([C:33]#[N:34])=[CH:29][CH:30]=[CH:31][CH:32]=3)=[CH:23][CH:22]=2)=[C:18]([CH2:35][CH2:36][CH3:37])[N:17]2[N:38]=[CH:39][N:40]=[C:16]2[N:15]1[CH:41]1[CH2:46][CH2:45][N:44]([C:47]([CH:49]2[CH2:54][CH2:53][O:52][CH2:51][CH2:50]2)=[O:48])[CH2:43][CH2:42]1. The catalyst is C(OCC)(=O)C. The product is [O:7]=[C:4]1[O:5][N:3]=[C:33]([C:28]2[CH:29]=[CH:30][CH:31]=[CH:32][C:27]=2[C:24]2[CH:25]=[CH:26][C:21]([CH2:20][C:19]3[C:14](=[O:13])[N:15]([CH:41]4[CH2:46][CH2:45][N:44]([C:47]([CH:49]5[CH2:54][CH2:53][O:52][CH2:51][CH2:50]5)=[O:48])[CH2:43][CH2:42]4)[C:16]4[N:17]([N:38]=[CH:39][N:40]=4)[C:18]=3[CH2:35][CH2:36][CH3:37])=[CH:22][CH:23]=2)[NH:34]1. The yield is 0.440. (3) The reactants are [F:1][C:2]1[C:3]([O:8][CH2:9][C:10]2[CH:17]=[CH:16][C:13]([CH:14]=O)=[CH:12][CH:11]=2)=[N:4][CH:5]=[CH:6][CH:7]=1.[N+:18]([CH3:21])([O-:20])=[O:19].C([O-])(=O)C.[NH4+].[BH4-].[Na+].C(=O)([O-])O.[Na+]. The catalyst is CS(C)=O.O.C(O)(=O)C. The product is [F:1][C:2]1[C:3]([O:8][CH2:9][C:10]2[CH:17]=[CH:16][C:13]([CH2:14][CH2:21][N+:18]([O-:20])=[O:19])=[CH:12][CH:11]=2)=[N:4][CH:5]=[CH:6][CH:7]=1. The yield is 0.640. (4) The reactants are Br[C:2]1[CH:3]=[CH:4][C:5]([C:8]#[N:9])=[N:6][CH:7]=1.[NH:10]1[CH:14]=[CH:13][N:12]=[CH:11]1. The catalyst is CN(C)C=O. The product is [N:10]1([C:2]2[CH:3]=[CH:4][C:5]([C:8]#[N:9])=[N:6][CH:7]=2)[CH:14]=[CH:13][N:12]=[CH:11]1. The yield is 0.660. (5) The reactants are [CH3:1][CH:2]([CH3:30])[CH2:3][CH2:4][N:5]([CH2:16][C:17]1[N:21]([CH2:22][CH2:23][C:24]#[N:25])[C:20]2[CH:26]=[CH:27][CH:28]=[CH:29][C:19]=2[N:18]=1)[CH:6]1[C:15]2[N:14]=[CH:13][CH:12]=[CH:11][C:10]=2[CH2:9][CH2:8][CH2:7]1.NCCCN1C2C=CC=CC=2N=C1CN(C)C1C2N=CC=CC=2CCC1. No catalyst specified. The product is [NH2:25][CH2:24][CH2:23][CH2:22][N:21]1[C:20]2[CH:26]=[CH:27][CH:28]=[CH:29][C:19]=2[N:18]=[C:17]1[CH2:16][N:5]([CH2:4][CH2:3][CH:2]([CH3:30])[CH3:1])[CH:6]1[C:15]2[N:14]=[CH:13][CH:12]=[CH:11][C:10]=2[CH2:9][CH2:8][CH2:7]1. The yield is 0.650. (6) The reactants are [CH3:1][C:2]1[N:3]=[CH:4][N:5]([C:7]2[CH:14]=[CH:13][C:12]([O:15][C:16]([F:19])([F:18])[F:17])=[CH:11][C:8]=2[C:9]#[N:10])[CH:6]=1.[CH3:20][N+:21]([CH3:23])=[CH2:22].[I-]. The catalyst is CN(C=O)C. The product is [CH3:20][N:21]([CH2:23][C:6]1[N:5]([C:7]2[CH:14]=[CH:13][C:12]([O:15][C:16]([F:19])([F:17])[F:18])=[CH:11][C:8]=2[C:9]#[N:10])[CH:4]=[N:3][C:2]=1[CH3:1])[CH3:22]. The yield is 0.380. (7) The reactants are [C:1]([O:5][C:6]([NH:8][C:9]1[S:10][C:11]([C:15]([OH:17])=O)=[C:12]([CH3:14])[N:13]=1)=[O:7])([CH3:4])([CH3:3])[CH3:2].C(NC(C)C)(C)C.Cl.C(N=C=NCCCN(C)C)C.ON1C2C=CC=CC=2N=N1.[CH2:47]([NH2:54])[C:48]1[CH:53]=[CH:52][CH:51]=[CH:50][CH:49]=1. The catalyst is ClCCl.C(OCC)(=O)C. The product is [CH2:47]([NH:54][C:15]([C:11]1[S:10][C:9]([NH:8][C:6]([O:5][C:1]([CH3:2])([CH3:3])[CH3:4])=[O:7])=[N:13][C:12]=1[CH3:14])=[O:17])[C:48]1[CH:53]=[CH:52][CH:51]=[CH:50][CH:49]=1. The yield is 0.500. (8) The yield is 0.730. The reactants are [CH2:1]([NH2:3])[CH3:2].[CH3:4][CH2:5][NH:6][C:7]([C@H:9]1[O:13][C@@H:12]([N:14]2[C:18]3[N:19]=[C:20]([C:24]#[C:25][CH2:26][CH:27]4[CH2:32][CH2:31][CH:30]([C:33](OC)=[O:34])[CH2:29][CH2:28]4)[N:21]=[C:22]([NH2:23])[C:17]=3[N:16]=[CH:15]2)[C@H:11]([OH:37])[C@@H:10]1[OH:38])=[O:8]. No catalyst specified. The product is [CH2:5]([NH:6][C:7]([CH:9]1[CH:10]([OH:38])[CH:11]([OH:37])[CH:12]([N:14]2[CH:15]=[N:16][C:17]3[C:18]2=[N:19][C:20]([C:24]#[C:25][CH2:26][CH:27]2[CH2:32][CH2:31][CH:30]([C:33](=[O:34])[NH:3][CH2:1][CH3:2])[CH2:29][CH2:28]2)=[N:21][C:22]=3[NH2:23])[O:13]1)=[O:8])[CH3:4]. (9) The reactants are [F:1][C:2]1[CH:7]=[CH:6][CH:5]=[C:4]([F:8])[C:3]=1[N:9]1[C:14]2[N:15]=[C:16](S(C)(=O)=O)[N:17]=[C:18]([C:19]3[CH:20]=[C:21]([CH:28]=[CH:29][C:30]=3[CH3:31])[C:22]([NH:24][CH2:25][CH2:26][CH3:27])=[O:23])[C:13]=2[CH2:12][NH:11][C:10]1=[O:36].[NH2:37][CH2:38][CH2:39][C:40]([OH:42])=[O:41].C(N(CC)CC)C. The catalyst is CN(C=O)C. The product is [F:1][C:2]1[CH:7]=[CH:6][CH:5]=[C:4]([F:8])[C:3]=1[N:9]1[C:14]2[N:15]=[C:16]([NH:37][CH2:38][CH2:39][C:40]([OH:42])=[O:41])[N:17]=[C:18]([C:19]3[CH:20]=[C:21]([C:22]([NH:24][CH2:25][CH2:26][CH3:27])=[O:23])[CH:28]=[CH:29][C:30]=3[CH3:31])[C:13]=2[CH2:12][NH:11][C:10]1=[O:36]. The yield is 0.430.